Dataset: Catalyst prediction with 721,799 reactions and 888 catalyst types from USPTO. Task: Predict which catalyst facilitates the given reaction. (1) Reactant: [N+:1]([C:4]1[CH:5]=[C:6]([CH2:10][C:11]([NH:13][C@H:14]([C:16]([NH:18][C@H:19]([C:23]([OH:25])=O)[C@@H:20]([CH3:22])[OH:21])=[O:17])[CH3:15])=[O:12])[CH:7]=[CH:8][CH:9]=1)([O-:3])=[O:2].Cl.[CH2:27]([O:29][C:30](=[O:36])[C@H:31]([CH:33]([CH3:35])[CH3:34])[NH2:32])[CH3:28]. Product: [CH2:27]([O:29][C:30](=[O:36])[C@H:31]([CH:33]([CH3:35])[CH3:34])[NH:32][C:23](=[O:25])[C@H:19]([C@@H:20]([CH3:22])[OH:21])[NH:18][C:16](=[O:17])[C@H:14]([CH3:15])[NH:13][C:11](=[O:12])[CH2:10][C:6]1[CH:7]=[CH:8][CH:9]=[C:4]([N+:1]([O-:3])=[O:2])[CH:5]=1)[CH3:28]. The catalyst class is: 147. (2) Reactant: [CH2:1]([C:4]1[CH:9]=[CH:8][C:7]([C:10]([F:13])([F:12])[F:11])=[CH:6][C:5]=1[OH:14])[CH:2]=[CH2:3].C(C1C(C(F)(F)F)=CC=CC=1O)C=C.[H][H]. Product: [CH2:1]([C:4]1[CH:9]=[CH:8][C:7]([C:10]([F:12])([F:13])[F:11])=[CH:6][C:5]=1[OH:14])[CH2:2][CH3:3]. The catalyst class is: 515. (3) Reactant: [NH:1]1[CH:5]=[C:4]([C:6]2[C:7]([NH2:13])=[N:8][C:9]([NH2:12])=[CH:10][CH:11]=2)[CH:3]=[N:2]1.[H-].[Na+].Cl[CH2:17][C:18]1[CH:19]=[CH:20][C:21]([O:24][C:25]2[CH:30]=[CH:29][CH:28]=[CH:27][CH:26]=2)=[N:22][CH:23]=1. Product: [O:24]([C:21]1[N:22]=[CH:23][C:18]([CH2:17][N:1]2[CH:5]=[C:4]([C:6]3[C:7]([NH2:13])=[N:8][C:9]([NH2:12])=[CH:10][CH:11]=3)[CH:3]=[N:2]2)=[CH:19][CH:20]=1)[C:25]1[CH:26]=[CH:27][CH:28]=[CH:29][CH:30]=1. The catalyst class is: 9. (4) Reactant: [NH2:1][C:2]1[CH:3]=[C:4]([S:8][C:9]2[CH:24]=[CH:23][C:12]([C:13]([NH:15][C:16]3[CH:21]=[CH:20][CH:19]=[C:18]([Br:22])[CH:17]=3)=[O:14])=[CH:11][C:10]=2[N+:25]([O-:27])=[O:26])[CH:5]=[CH:6][CH:7]=1.[C:28](O[C:28]([O:30][C:31]([CH3:34])([CH3:33])[CH3:32])=[O:29])([O:30][C:31]([CH3:34])([CH3:33])[CH3:32])=[O:29]. Product: [C:31]([O:30][C:28](=[O:29])[NH:1][C:2]1[CH:7]=[CH:6][CH:5]=[C:4]([S:8][C:9]2[CH:24]=[CH:23][C:12]([C:13](=[O:14])[NH:15][C:16]3[CH:21]=[CH:20][CH:19]=[C:18]([Br:22])[CH:17]=3)=[CH:11][C:10]=2[N+:25]([O-:27])=[O:26])[CH:3]=1)([CH3:34])([CH3:33])[CH3:32]. The catalyst class is: 12. (5) Reactant: [CH3:1][N:2]([CH3:24])/[CH:3]=[CH:4]/[C:5]([C:7]1[CH:8]=[C:9]([C:14]2[CH:19]=[CH:18][CH:17]=[CH:16][C:15]=2[C:20]([F:23])([F:22])[F:21])[CH:10]=[CH:11][C:12]=1[OH:13])=[O:6].[Cl:25][C:26]1[C:27](F)=[CH:28][C:29]([F:52])=[C:30]([S:32]([N:35]([CH2:41][C:42]2[CH:47]=[CH:46][C:45]([O:48][CH3:49])=[CH:44][C:43]=2[O:50][CH3:51])[C:36]2[S:37][CH:38]=[N:39][N:40]=2)(=[O:34])=[O:33])[CH:31]=1.C(=O)([O-])[O-].[K+].[K+].[Cl-].[NH4+]. Product: [Cl:25][C:26]1[C:27]([O:13][C:12]2[CH:11]=[CH:10][C:9]([C:14]3[CH:19]=[CH:18][CH:17]=[CH:16][C:15]=3[C:20]([F:22])([F:21])[F:23])=[CH:8][C:7]=2[C:5](=[O:6])/[CH:4]=[CH:3]/[N:2]([CH3:1])[CH3:24])=[CH:28][C:29]([F:52])=[C:30]([S:32]([N:35]([CH2:41][C:42]2[CH:47]=[CH:46][C:45]([O:48][CH3:49])=[CH:44][C:43]=2[O:50][CH3:51])[C:36]2[S:37][CH:38]=[N:39][N:40]=2)(=[O:33])=[O:34])[CH:31]=1. The catalyst class is: 16.